From a dataset of Forward reaction prediction with 1.9M reactions from USPTO patents (1976-2016). Predict the product of the given reaction. The product is: [Cl:9][C:10]1[C:11]([CH3:17])=[CH:12][C:13]([C:5](=[O:7])[CH3:6])=[C:14]([CH3:16])[CH:15]=1. Given the reactants Cl[Al](Cl)Cl.[C:5](Cl)(=[O:7])[CH3:6].[Cl:9][C:10]1[CH:15]=[C:14]([CH3:16])[CH:13]=[CH:12][C:11]=1[CH3:17].O, predict the reaction product.